Dataset: Catalyst prediction with 721,799 reactions and 888 catalyst types from USPTO. Task: Predict which catalyst facilitates the given reaction. (1) Reactant: [NH2:1][C:2]1[C:7]([C:8]#[N:9])=[C:6]([C:10]2[CH:15]=[CH:14][C:13]([O:16][CH2:17][C@H:18]3[CH2:22][O:21][C:20]([CH3:24])([CH3:23])[O:19]3)=[CH:12][CH:11]=2)[C:5]([C:25]#[N:26])=[C:4]([SH:27])[N:3]=1.Cl.Cl[CH2:30][C:31]1[CH:36]=[CH:35][N:34]=[C:33]([C:37]([NH:39][CH3:40])=[O:38])[CH:32]=1.C(=O)(O)[O-].[Na+].O. Product: [NH2:1][C:2]1[N:3]=[C:4]([S:27][CH2:30][C:31]2[CH:36]=[CH:35][N:34]=[C:33]([C:37]([NH:39][CH3:40])=[O:38])[CH:32]=2)[C:5]([C:25]#[N:26])=[C:6]([C:10]2[CH:15]=[CH:14][C:13]([O:16][CH2:17][C@H:18]3[CH2:22][O:21][C:20]([CH3:23])([CH3:24])[O:19]3)=[CH:12][CH:11]=2)[C:7]=1[C:8]#[N:9]. The catalyst class is: 3. (2) Reactant: [CH:1]([N:4]1[C:8]2[CH:9]=[CH:10][CH:11]=[CH:12][C:7]=2[NH:6][C:5]1=[O:13])([CH3:3])[CH3:2].C(N(CC)CC)C.[Cl:21][C:22](Cl)([O:24]C(=O)OC(Cl)(Cl)Cl)Cl.[NH2:33][CH2:34][CH:35]1[CH2:40][CH2:39][N:38]([CH2:41][C:42]2([OH:48])[CH2:47][CH2:46][O:45][CH2:44][CH2:43]2)[CH2:37][CH2:36]1.C([O-])(O)=O.[Na+]. Product: [ClH:21].[OH:48][C:42]1([CH2:41][N:38]2[CH2:39][CH2:40][CH:35]([CH2:34][NH:33][C:22]([N:6]3[C:7]4[CH:12]=[CH:11][CH:10]=[CH:9][C:8]=4[N:4]([CH:1]([CH3:3])[CH3:2])[C:5]3=[O:13])=[O:24])[CH2:36][CH2:37]2)[CH2:47][CH2:46][O:45][CH2:44][CH2:43]1. The catalyst class is: 7. (3) The catalyst class is: 5. Product: [ClH:27].[CH3:26][N:24]([CH3:25])[C:22](=[O:23])[CH2:21][CH:9]1[NH:8][CH2:13][CH2:12][N:11]2[N:14]=[C:15]([C:17]([F:18])([F:20])[F:19])[N:16]=[C:10]12. Reactant: C(OC([N:8]1[CH2:13][CH2:12][N:11]2[N:14]=[C:15]([C:17]([F:20])([F:19])[F:18])[N:16]=[C:10]2[CH:9]1[CH2:21][C:22]([N:24]([CH3:26])[CH3:25])=[O:23])=O)(C)(C)C.[ClH:27]. (4) Reactant: [CH3:1][C:2]1[S:6][C:5]2[NH:7][C:8]3[CH:9]=[CH:10][CH:11]=[CH:12][C:13]=3[N:14]=[C:15]([N:16]3[CH2:21][CH2:20][N:19]([CH3:22])[CH2:18][CH2:17]3)[C:4]=2[CH:3]=1.[CH:23]([NH:26][C:27](=[O:31])[O:28][CH2:29][I:30])([CH3:25])[CH3:24]. Product: [I-:30].[CH:23]([NH:26][C:27]([O:28][CH2:29][N+:19]1([CH3:22])[CH2:20][CH2:21][N:16]([C:15]2[C:4]3[CH:3]=[C:2]([CH3:1])[S:6][C:5]=3[NH:7][C:8]3[CH:9]=[CH:10][CH:11]=[CH:12][C:13]=3[N:14]=2)[CH2:17][CH2:18]1)=[O:31])([CH3:25])[CH3:24]. The catalyst class is: 10. (5) Reactant: [C:9](O[C:9]([O:11][C:12]([CH3:15])([CH3:14])[CH3:13])=[O:10])([O:11][C:12]([CH3:15])([CH3:14])[CH3:13])=[O:10].[NH2:16][C:17]1[CH:22]=[CH:21][N:20]=[CH:19][CH:18]=1.Cl. Product: [C:12]([O:11][C:9](=[O:10])[NH:16][C:17]1[CH:22]=[CH:21][N:20]=[CH:19][CH:18]=1)([CH3:13])([CH3:14])[CH3:15]. The catalyst class is: 2. (6) Reactant: [C:1]([C:5]1[C:10]([F:11])=[C:9]([S:12][CH3:13])[N:8]=[C:7]([C:14]2[C:22]3[C:17](=[N:18][CH:19]=[C:20]([Cl:23])[CH:21]=3)[NH:16][CH:15]=2)[N:6]=1)([CH3:4])([CH3:3])[CH3:2].C1C=C(Cl)C=C(C(OO)=[O:32])C=1. Product: [C:1]([C:5]1[C:10]([F:11])=[C:9]([S:12]([CH3:13])=[O:32])[N:8]=[C:7]([C:14]2[C:22]3[C:17](=[N:18][CH:19]=[C:20]([Cl:23])[CH:21]=3)[NH:16][CH:15]=2)[N:6]=1)([CH3:4])([CH3:2])[CH3:3]. The catalyst class is: 326. (7) Product: [Br:26][CH2:25][C:20]1[CH:21]=[CH:22][CH:23]=[CH:24][C:19]=1[CH2:18][CH2:17][CH2:16][CH:8]([NH2:7])[CH2:9][C:10]1[CH:15]=[CH:14][CH:13]=[CH:12][CH:11]=1. The catalyst class is: 2. Reactant: C(OC(=O)[NH:7][CH:8]([CH2:16][CH2:17][CH2:18][C:19]1[CH:24]=[CH:23][CH:22]=[CH:21][C:20]=1[CH2:25][Br:26])[CH2:9][C:10]1[CH:15]=[CH:14][CH:13]=[CH:12][CH:11]=1)(C)(C)C.C(O)(C(F)(F)F)=O. (8) The catalyst class is: 198. Product: [Br:3][C:4]1[CH:9]=[CH:8][C:7]([N:10]2[C:21]3[C:13](=[C:14]4[N:18]([C:19](=[O:23])[C:20]=3[F:22])[CH2:17][CH2:16][CH2:15]4)[N:12]([S:29]([CH:26]3[CH2:28][CH2:27]3)(=[O:31])=[O:30])[C:11]2=[O:24])=[C:6]([F:25])[CH:5]=1. Reactant: [H-].[Na+].[Br:3][C:4]1[CH:9]=[CH:8][C:7]([N:10]2[C:21]3[C:13](=[C:14]4[N:18]([C:19](=[O:23])[C:20]=3[F:22])[CH2:17][CH2:16][CH2:15]4)[NH:12][C:11]2=[O:24])=[C:6]([F:25])[CH:5]=1.[CH:26]1([S:29](Cl)(=[O:31])=[O:30])[CH2:28][CH2:27]1.